From a dataset of Forward reaction prediction with 1.9M reactions from USPTO patents (1976-2016). Predict the product of the given reaction. (1) Given the reactants [H-].[Na+].[N:3]([C:6]1[CH:7]=[C:8]([CH:11]=[CH:12][CH:13]=1)[C:9]#[N:10])=[C:4]=[O:5].[Br:14][C:15]1[CH:20]=[CH:19][C:18]([CH2:21][CH2:22][OH:23])=[C:17]([O:24][CH2:25][CH3:26])[CH:16]=1, predict the reaction product. The product is: [C:9]([C:8]1[CH:7]=[C:6]([NH:3][C:4](=[O:5])[O:23][CH2:22][CH2:21][C:18]2[CH:19]=[CH:20][C:15]([Br:14])=[CH:16][C:17]=2[O:24][CH2:25][CH3:26])[CH:13]=[CH:12][CH:11]=1)#[N:10]. (2) Given the reactants [F:1][C:2]1[CH:8]=[C:7]([O:9][C:10]2[C:11]3[N:18]([CH3:19])[CH:17]=[CH:16][C:12]=3[N:13]=[CH:14][N:15]=2)[CH:6]=[CH:5][C:3]=1[NH2:4].C(N(CC)CC)C.[F:27][C:28]([F:39])([F:38])[C:29]1[CH:30]=[C:31]([N:35]=[C:36]=[O:37])[CH:32]=[CH:33][CH:34]=1, predict the reaction product. The product is: [F:1][C:2]1[CH:8]=[C:7]([O:9][C:10]2[C:11]3[N:18]([CH3:19])[CH:17]=[CH:16][C:12]=3[N:13]=[CH:14][N:15]=2)[CH:6]=[CH:5][C:3]=1[NH:4][C:36]([NH:35][C:31]1[CH:32]=[CH:33][CH:34]=[C:29]([C:28]([F:27])([F:38])[F:39])[CH:30]=1)=[O:37]. (3) Given the reactants [O:1]1[C:5]2[CH:6]=[CH:7][C:8]([CH2:10][N:11]3[CH2:15][CH2:14]/[C:13](=[CH:16]\[CH:17]=[CH:18]\[C:19]([NH:21][C:22]4[CH:27]=[C:26]([C:28]5[S:29][CH:30]=[CH:31][CH:32]=5)[CH:25]=[CH:24][C:23]=4[NH:33]C(=O)OC(C)(C)C)=[O:20])/[CH2:12]3)=[CH:9][C:4]=2[O:3][CH2:2]1.C(=O)(O)[O-].[Na+].[OH-].[K+], predict the reaction product. The product is: [NH2:33][C:23]1[CH:24]=[CH:25][C:26]([C:28]2[S:29][CH:30]=[CH:31][CH:32]=2)=[CH:27][C:22]=1[NH:21][C:19](=[O:20])/[CH:18]=[CH:17]/[CH:16]=[C:13]1/[CH2:12][N:11]([CH2:10][C:8]2[CH:7]=[CH:6][C:5]3[O:1][CH2:2][O:3][C:4]=3[CH:9]=2)[CH2:15][CH2:14]/1. (4) Given the reactants [C:1]1([O:7][S:8](=[O:11])(=[O:10])[NH2:9])[CH:6]=[CH:5][CH:4]=[CH:3][CH:2]=1.C(C1(O)CC1)CC, predict the reaction product. The product is: [CH2:6]([C:1]1([O:7][S:8](=[O:10])(=[O:11])[NH2:9])[CH2:2][CH2:3]1)[CH2:5][CH3:4]. (5) Given the reactants [Cl:1][C:2]1[CH:10]=[CH:9][C:8]([C:11]2[N:12]([C:20]([O:22][C:23]([CH3:26])([CH3:25])[CH3:24])=[O:21])[C:13]3[C:18]([CH:19]=2)=[CH:17][CH:16]=[CH:15][CH:14]=3)=[C:7]2[C:3]=1[CH2:4][NH:5][C:6]2=[O:27].[I:28]I, predict the reaction product. The product is: [Cl:1][C:2]1[CH:10]=[CH:9][C:8]([C:11]2[N:12]([C:20]([O:22][C:23]([CH3:24])([CH3:26])[CH3:25])=[O:21])[C:13]3[C:18]([C:19]=2[I:28])=[CH:17][CH:16]=[CH:15][CH:14]=3)=[C:7]2[C:3]=1[CH2:4][NH:5][C:6]2=[O:27]. (6) Given the reactants [NH2:1][C:2]1[C:11]([F:12])=[C:10]([NH:13][CH2:14][CH2:15][NH:16][C:17]2[CH:22]=[CH:21][C:20]([C:23]([O:25][CH2:26][CH3:27])=[O:24])=[CH:19][N:18]=2)[C:9]([O:28][CH3:29])=[C:8]2[C:3]=1[C:4](=[O:36])[C:5](C(O)=O)=[CH:6][N:7]2[CH:30]1[CH2:32][CH2:31]1.[C-]#N.[Na+].O, predict the reaction product. The product is: [NH2:1][C:2]1[C:11]([F:12])=[C:10]([NH:13][CH2:14][CH2:15][NH:16][C:17]2[CH:22]=[CH:21][C:20]([C:23]([O:25][CH2:26][CH3:27])=[O:24])=[CH:19][N:18]=2)[C:9]([O:28][CH3:29])=[C:8]2[C:3]=1[C:4](=[O:36])[CH:5]=[CH:6][N:7]2[CH:30]1[CH2:32][CH2:31]1. (7) The product is: [C:44]([N:47]1[CH2:52][CH2:51][N:50]([CH2:42][CH:9]([S:8][CH2:1][C:2]2[CH:3]=[CH:4][CH:5]=[CH:6][CH:7]=2)[CH2:10][NH:11][C:12]([C:14]2[NH:15][C:16]3[C:21]([CH:22]=2)=[CH:20][C:19]([O:23][CH2:24][CH2:25][CH2:26][S:27]([CH3:30])(=[O:29])=[O:28])=[CH:18][C:17]=3[N:31]([CH3:41])[S:32]([C:35]2[CH:40]=[CH:39][CH:38]=[CH:37][N:36]=2)(=[O:33])=[O:34])=[O:13])[CH2:49][CH2:48]1)(=[O:46])[CH3:45]. Given the reactants [CH2:1]([S:8][CH:9]([CH:42]=O)[CH2:10][NH:11][C:12]([C:14]1[NH:15][C:16]2[C:21]([CH:22]=1)=[CH:20][C:19]([O:23][CH2:24][CH2:25][CH2:26][S:27]([CH3:30])(=[O:29])=[O:28])=[CH:18][C:17]=2[N:31]([CH3:41])[S:32]([C:35]1[CH:40]=[CH:39][CH:38]=[CH:37][N:36]=1)(=[O:34])=[O:33])=[O:13])[C:2]1[CH:7]=[CH:6][CH:5]=[CH:4][CH:3]=1.[C:44]([N:47]1[CH2:52][CH2:51][NH:50][CH2:49][CH2:48]1)(=[O:46])[CH3:45].C(O[BH-](OC(=O)C)OC(=O)C)(=O)C.[Na+].C(O)(=O)CC(CC(O)=O)(C(O)=O)O.C(=O)([O-])O.[Na+], predict the reaction product. (8) Given the reactants [CH3:1][C:2]([Si:5]([CH3:26])([CH3:25])[O:6][C@@H:7]1[CH2:11][N:10]([C:12]([O:14][C:15]([CH3:18])([CH3:17])[CH3:16])=[O:13])[C@@H:9]([CH2:19]OS(C)(=O)=O)[CH2:8]1)([CH3:4])[CH3:3].[C:27](#[N:29])C, predict the reaction product. The product is: [C:27]([CH2:19][C@H:9]1[CH2:8][C@H:7]([O:6][Si:5]([C:2]([CH3:4])([CH3:3])[CH3:1])([CH3:25])[CH3:26])[CH2:11][N:10]1[C:12]([O:14][C:15]([CH3:18])([CH3:17])[CH3:16])=[O:13])#[N:29].